This data is from M1 muscarinic receptor antagonist screen with 61,756 compounds. The task is: Binary Classification. Given a drug SMILES string, predict its activity (active/inactive) in a high-throughput screening assay against a specified biological target. The compound is S(=O)(=O)(N(CC(=O)NCc1occc1)c1ccc(cc1)C)c1ccccc1. The result is 0 (inactive).